Dataset: Reaction yield outcomes from USPTO patents with 853,638 reactions. Task: Predict the reaction yield, written as a fraction of the theoretical maximum amount of product (1.0 means a 100% yield; for example, 0.34 means a 34% yield). (1) The reactants are Br[C:2]1[CH:14]=[CH:13][C:5]([C:6]([O:8][C:9]([CH3:12])([CH3:11])[CH3:10])=[O:7])=[CH:4][CH:3]=1.[Cl:15][C:16]1[CH:17]=[C:18]([NH2:32])[CH:19]=[N:20][C:21]=1[O:22][CH:23]([C:28]([F:31])([F:30])[F:29])[C:24]([F:27])([F:26])[F:25].C(=O)([O-])[O-].[K+].[K+].CC(C1C=C(C(C)C)C(C2C(P(C3CCCCC3)C3CCCCC3)=C(OC)C=CC=2OC)=C(C(C)C)C=1)C. The catalyst is C(O)(C)(C)C.CC([O-])=O.CC([O-])=O.[Pd+2].O.C(OCC)(=O)C. The product is [Cl:15][C:16]1[CH:17]=[C:18]([NH:32][C:2]2[CH:14]=[CH:13][C:5]([C:6]([O:8][C:9]([CH3:12])([CH3:11])[CH3:10])=[O:7])=[CH:4][CH:3]=2)[CH:19]=[N:20][C:21]=1[O:22][CH:23]([C:24]([F:25])([F:26])[F:27])[C:28]([F:31])([F:30])[F:29]. The yield is 0.480. (2) The reactants are ClC(OCC)=O.[N:7]1[CH:12]=[CH:11][CH:10]=[C:9]([C@@H:13]2[CH2:15][C@H:14]2[C:16]([OH:18])=O)[CH:8]=1.C(N(CC)CC)C.[N-:26]=[N+:27]=[N-:28].[Na+]. The catalyst is CC(C)=O.O. The product is [N:7]1[CH:12]=[CH:11][CH:10]=[C:9]([C@@H:13]2[CH2:15][C@H:14]2[C:16]([N:26]=[N+:27]=[N-:28])=[O:18])[CH:8]=1. The yield is 0.810. (3) The reactants are [CH3:1][O:2][C:3]([C:5]1[CH:10]=[CH:9][C:8]([C:11]2[C:12]([CH3:42])([CH3:41])[C@H:13]3[C@:26]([CH3:29])([CH2:27][CH:28]=2)[C@@H:25]2[C@:16]([CH3:40])([C@@:17]4([CH3:39])[C@H:22]([CH2:23][CH2:24]2)[C@H:21]2[C@H:30]([C:33]([CH3:35])=[CH2:34])[CH2:31][CH2:32][C@:20]2(C(O)=O)[CH2:19][CH2:18]4)[CH2:15][CH2:14]3)=[CH:7][CH:6]=1)=[O:4].C([N:45]([CH2:48]C)CC)C.C1(P(N=[N+]=[N-])(C2C=CC=CC=2)=[O:57])C=CC=CC=1. The catalyst is O1CCOCC1.CCOC(C)=O. The product is [N:45]([C@:20]12[CH2:32][CH2:31][C@@H:30]([C:33]([CH3:35])=[CH2:34])[C@@H:21]1[C@@H:22]1[C@@:17]([CH3:39])([CH2:18][CH2:19]2)[C@@:16]2([CH3:40])[C@@H:25]([C@:26]3([CH3:29])[C@@H:13]([CH2:14][CH2:15]2)[C:12]([CH3:41])([CH3:42])[C:11]([C:8]2[CH:9]=[CH:10][C:5]([C:3]([O:2][CH3:1])=[O:4])=[CH:6][CH:7]=2)=[CH:28][CH2:27]3)[CH2:24][CH2:23]1)=[C:48]=[O:57]. The yield is 0.860. (4) The reactants are [N:1]([CH2:4][C:5]1[CH:6]=[CH:7][C:8]([CH:11]([S:20]([C:23]2[CH:28]=[CH:27][C:26]([Cl:29])=[CH:25][CH:24]=2)(=[O:22])=[O:21])[C:12]2[CH:17]=[C:16]([F:18])[CH:15]=[CH:14][C:13]=2[F:19])=[N:9][CH:10]=1)=[N+]=[N-].[H][H].C(N(CC)CC)C.[C:39](=O)([O:45]C(C)(C)C)[O:40][C:41]([CH3:44])([CH3:43])[CH3:42]. The catalyst is [Pd].ClCCl.CCCCCC.C(O)C.C(OCC)(=O)C. The product is [Cl:29][C:26]1[CH:27]=[CH:28][C:23]([S:20]([CH:11]([C:12]2[CH:17]=[C:16]([F:18])[CH:15]=[CH:14][C:13]=2[F:19])[C:8]2[N:9]=[CH:10][C:5]([CH2:4][NH:1][C:39](=[O:45])[O:40][C:41]([CH3:44])([CH3:43])[CH3:42])=[CH:6][CH:7]=2)(=[O:21])=[O:22])=[CH:24][CH:25]=1. The yield is 0.370. (5) The reactants are [CH3:1][C:2]([CH3:5])([O-:4])[CH3:3].[K+].[CH2:7]([N:11]1[N:12]([CH3:34])[C:13]([C:30]([CH3:33])([CH3:32])[CH3:31])=[CH:14]/[C:15]/1=[N:16]\[C:17](=[O:29])[C:18]1[CH:23]=[C:22]([C:24]([F:27])([F:26])[F:25])[CH:21]=[CH:20][C:19]=1F)[CH2:8][CH2:9][CH3:10].CC[O:37]C(C)=O.CO. The catalyst is C1COCC1.CCN(CC)CC. The product is [CH2:7]([N:11]1[N:12]([CH3:34])[C:13]([C:30]([CH3:33])([CH3:32])[CH3:31])=[CH:14]/[C:15]/1=[N:16]\[C:17](=[O:29])[C:18]1[CH:23]=[C:22]([C:24]([F:27])([F:26])[F:25])[CH:21]=[CH:20][C:19]=1[O:37][CH2:1][C:2]([OH:4])([CH3:5])[CH3:3])[CH2:8][CH2:9][CH3:10]. The yield is 0.570.